Dataset: Ames mutagenicity test results for genotoxicity prediction. Task: Regression/Classification. Given a drug SMILES string, predict its toxicity properties. Task type varies by dataset: regression for continuous values (e.g., LD50, hERG inhibition percentage) or binary classification for toxic/non-toxic outcomes (e.g., AMES mutagenicity, cardiotoxicity, hepatotoxicity). Dataset: ames. (1) The molecule is Nc1ccc(CCc2ccccc2)cc1. The result is 1 (mutagenic). (2) The molecule is NNc1nc(-c2ccc([N+](=O)[O-])cc2)cs1. The result is 1 (mutagenic). (3) The compound is CCOC(=O)c1cccc2cccnc12. The result is 0 (non-mutagenic). (4) The drug is Nc1ccc2ccc3ccccc3c2n1. The result is 1 (mutagenic). (5) The molecule is COP(=O)(NC(C)=O)SC. The result is 0 (non-mutagenic). (6) The compound is Cc1cccc(NO)c1C. The result is 1 (mutagenic). (7) The result is 0 (non-mutagenic). The molecule is CC(C)(C)c1ccc(-c2ccc([N+](=O)[O-])cc2)cc1.